This data is from Experimentally validated miRNA-target interactions with 360,000+ pairs, plus equal number of negative samples. The task is: Binary Classification. Given a miRNA mature sequence and a target amino acid sequence, predict their likelihood of interaction. (1) The miRNA is ssc-miR-204 with sequence UUCCCUUUGUCAUCCUAUGCCU. The protein sequence of the target gene is MFPPSGSTGLIPPSHFQARPLSTLPRMAPTWLSDIPLVQPPGHQDVSERRLDTQRPQVTMWERDVSSDRQEPGRRGRSWGLEGSQALSQQAEVIVRQLQELRRLEEEVRLLRETSLQQKMRLEAQAMELEALARAEKAGRAEAEGLRAALAGAEVVRKNLEEGSQRELEEVQRLHQEQLSSLTQAHEEALSSLTSKAEGLEKSLSSLETRRAGEAKELAEAQREAELLRKQLSKTQEDLEAQVTLVENLRKYVGEQVPSEVHSQTWELERQKLLETMQHLQEDRDSLHATAELLQVRVQS.... Result: 0 (no interaction). (2) The miRNA is hsa-miR-5087 with sequence GGGUUUGUAGCUUUGCUGGCAUG. The protein sequence of the target gene is MTGLSMDGGGSPKGDVDPFYYDYETVRNGGLIFAGLAFIVGLLILLSRRFRCGGNKKRRQINEDEP. Result: 0 (no interaction). (3) The miRNA is hsa-miR-4764-3p with sequence UUAACUCCUUUCACACCCAUGG. Result: 0 (no interaction). The protein sequence of the target gene is MAQTVQNVTLSLTLPITCHICLGKVRQPVVCTNNHVFCSICIDLWLKNNSQCPACRVPITPENPCKEIIGGTSESEPMLSHTVRKHLRKTRLELLHREYEDEIDCLQKEVEELKSKNLSLESQIKTILDPLALMQGSQNEDKHPLADNPSKMDPDSVVEWKKKLRTANEIYEKVKDDVDKLKEANKKLKLENGGLLRENLRLKAEVDNRSPQKFGRFTVAALQSKVEQYERETNRLKKALERSDKYIEELESQVAHLKHSEEAKEDVDALCQRAPSADSKGPNGSDELGPPKNQSDSARK.... (4) The miRNA is hsa-miR-339-5p with sequence UCCCUGUCCUCCAGGAGCUCACG. The protein sequence of the target gene is MNSGREPRTPRTLLSIADILAPRMVPRAPSAPQLPESGPGPTSPLCALEELTSKTFRGLDARALQPSEGRAGPDALGPGPFGRKRRKSRTAFTAQQVLELERRFVFQKYLAPSERDGLATRLGLANAQVVTWFQNRRAKLKRDVEEMRADVASLRALSPEVLCSLALPEGAPDPGLCLGPAGPDSRPHLSDEEIQVDD. Result: 1 (interaction).